From a dataset of Catalyst prediction with 721,799 reactions and 888 catalyst types from USPTO. Predict which catalyst facilitates the given reaction. (1) Reactant: [CH:1]1([C:7]2[CH:12]=[CH:11][C:10]([CH2:13][CH2:14][CH2:15][C:16]([OH:18])=O)=[CH:9][CH:8]=2)[CH2:6][CH2:5][CH2:4][CH2:3][CH2:2]1. Product: [CH:1]1([C:7]2[CH:8]=[C:9]3[C:10]([CH2:13][CH2:14][CH2:15][C:16]3=[O:18])=[CH:11][CH:12]=2)[CH2:2][CH2:3][CH2:4][CH2:5][CH2:6]1. The catalyst class is: 6. (2) Reactant: [C:1]([NH:9][C:10]1[N:18]=[C:17]2[C:13]([N:14]=[CH:15][N:16]2[C@H:19]2[C@H:24]3[C@H:25]([OH:26])[C@:21]([CH2:27][OH:28])([CH2:22][O:23]3)[O:20]2)=[C:12]([NH:29][C:30](=[O:37])[C:31]2[CH:36]=[CH:35][CH:34]=[CH:33][CH:32]=2)[N:11]=1)(=[O:8])[C:2]1[CH:7]=[CH:6][CH:5]=[CH:4][CH:3]=1.N1C=CC=CC=1.[C:44](Cl)([C:61]1[CH:66]=[CH:65][CH:64]=[CH:63][CH:62]=1)([C:53]1[CH:60]=[CH:59][C:56]([O:57][CH3:58])=[CH:55][CH:54]=1)[C:45]1[CH:52]=[CH:51][C:48]([O:49][CH3:50])=[CH:47][CH:46]=1. Product: [C:1]([NH:9][C:10]1[N:18]=[C:17]2[C:13]([N:14]=[CH:15][N:16]2[C@H:19]2[C@H:24]3[C@H:25]([OH:26])[C@:21]([CH2:27][O:28][C:44]([C:61]4[CH:66]=[CH:65][CH:64]=[CH:63][CH:62]=4)([C:53]4[CH:60]=[CH:59][C:56]([O:57][CH3:58])=[CH:55][CH:54]=4)[C:45]4[CH:46]=[CH:47][C:48]([O:49][CH3:50])=[CH:51][CH:52]=4)([CH2:22][O:23]3)[O:20]2)=[C:12]([NH:29][C:30](=[O:37])[C:31]2[CH:36]=[CH:35][CH:34]=[CH:33][CH:32]=2)[N:11]=1)(=[O:8])[C:2]1[CH:7]=[CH:6][CH:5]=[CH:4][CH:3]=1. The catalyst class is: 25. (3) Reactant: [N+:1]([C:4]1[CH:12]=[CH:11][C:7]([C:8](Cl)=[O:9])=[CH:6][CH:5]=1)([O-:3])=[O:2].[NH2:13][CH2:14][CH2:15][C:16]1[CH:21]=[CH:20][CH:19]=[CH:18][N:17]=1.C(N(CC)CC)C.C(OCC)(=O)C. Product: [N+:1]([C:4]1[CH:12]=[CH:11][C:7]([C:8]([NH:13][CH2:14][CH2:15][C:16]2[CH:21]=[CH:20][CH:19]=[CH:18][N:17]=2)=[O:9])=[CH:6][CH:5]=1)([O-:3])=[O:2]. The catalyst class is: 30. (4) Reactant: [F:1][C:2]1[CH:3]=[CH:4][C:5]([O:46]C)=[C:6]([C:8]([CH3:45])([CH3:44])[CH2:9][C@:10]([OH:43])([C:39]([F:42])([F:41])[F:40])[CH2:11][NH:12][C:13]2[CH:21]=[C:20]([CH3:22])[CH:19]=[C:18]3[C:14]=2[CH:15]=[N:16][N:17]3[C:23]2[CH:24]=[C:25]([C:29]([N:31]3[CH2:38][CH2:37][CH2:36][C@@H:32]3[C:33]([NH2:35])=[O:34])=[O:30])[CH:26]=[CH:27][CH:28]=2)[CH:7]=1.C(=O)=O.CC(C)=O.B(Br)(Br)Br. Product: [F:1][C:2]1[CH:3]=[CH:4][C:5]([OH:46])=[C:6]([C:8]([CH3:44])([CH3:45])[CH2:9][C@:10]([OH:43])([C:39]([F:40])([F:42])[F:41])[CH2:11][NH:12][C:13]2[CH:21]=[C:20]([CH3:22])[CH:19]=[C:18]3[C:14]=2[CH:15]=[N:16][N:17]3[C:23]2[CH:24]=[C:25]([C:29]([N:31]3[CH2:38][CH2:37][CH2:36][C@@H:32]3[C:33]([NH2:35])=[O:34])=[O:30])[CH:26]=[CH:27][CH:28]=2)[CH:7]=1. The catalyst class is: 4. (5) Reactant: [N:1]1([C:7]([C:9]2[C:10]([C:27]([F:30])([F:29])[F:28])=[N:11][C:12]([NH:15][C:16]34[CH2:25][CH:20]5[CH2:21][CH:22]([CH2:24][C:18](O)([CH2:19]5)[CH2:17]3)[CH2:23]4)=[N:13][CH:14]=2)=[O:8])[CH2:6][CH2:5]OC[CH2:2]1.C(N(S(F)(F)[F:37])CC)C.[C:40](=[O:43])([O-])O.[Na+]. Product: [F:37][C:18]12[CH2:19][CH:20]3[CH2:21][CH:22]([CH2:23][C:16]([NH:15][C:12]4[N:11]=[C:10]([C:27]([F:30])([F:29])[F:28])[C:9]([C:7]([N:1]5[CH2:2][CH2:40][O:43][CH2:5][CH2:6]5)=[O:8])=[CH:14][N:13]=4)([CH2:25]3)[CH2:17]1)[CH2:24]2. The catalyst class is: 4. (6) Reactant: CC([S@@]([NH:7][C@H:8]([C:10]1[CH:24]=[CH:23][C:13]2[N:14]([CH:17]3[CH2:22][CH2:21][CH2:20][CH2:19][O:18]3)[CH:15]=[N:16][C:12]=2[CH:11]=1)[CH3:9])=O)(C)C.[ClH:25].CCOC(C)=O. Product: [ClH:25].[O:18]1[CH2:19][CH2:20][CH2:21][CH2:22][CH:17]1[N:14]1[C:13]2[CH:23]=[CH:24][C:10]([C@@H:8]([NH2:7])[CH3:9])=[CH:11][C:12]=2[N:16]=[CH:15]1. The catalyst class is: 25. (7) Reactant: [Br:1][C:2]1[CH:3]=[C:4]2[C:8](=[CH:9][CH:10]=1)[NH:7][N:6]=[CH:5]2.[Cl:11]NC(=O)CCC(N)=O. Product: [Br:1][C:2]1[CH:3]=[C:4]2[C:8](=[CH:9][CH:10]=1)[NH:7][N:6]=[C:5]2[Cl:11]. The catalyst class is: 10.